From a dataset of Plasma protein binding rate (PPBR) regression data from AstraZeneca. Regression/Classification. Given a drug SMILES string, predict its absorption, distribution, metabolism, or excretion properties. Task type varies by dataset: regression for continuous measurements (e.g., permeability, clearance, half-life) or binary classification for categorical outcomes (e.g., BBB penetration, CYP inhibition). For this dataset (ppbr_az), we predict Y. (1) The drug is CCC(=O)N1CCN(C(=O)c2cc(Cc3n[nH]c(=O)c4ccccc34)ccc2F)CC1. The Y is 62.9 %. (2) The compound is COc1cnc(-c2ccccc2C(F)(F)CNC(=O)c2ccc(COCC(F)(F)F)nc2)cn1. The Y is 99.3 %. (3) The molecule is CCOC(=O)C1=C(COCCN)NC(C)=C(C(=O)OC)C1c1ccccc1Cl. The Y is 98.1 %. (4) The drug is N=C(N)c1ccc(CNC(=O)C2(NC(=O)[C@H](NCC(=O)O)C3CCCCC3)Cc3ccccc3C2)cc1. The Y is 46.0 %. (5) The molecule is COc1cc(NC(=O)Nc2cccc(CNC(=O)O[C@H]3CCOC3)c2)ccc1-c1cnco1. The Y is 98.7 %.